Dataset: Full USPTO retrosynthesis dataset with 1.9M reactions from patents (1976-2016). Task: Predict the reactants needed to synthesize the given product. Given the product [CH3:11][C:8]1[CH:7]=[C:3]2[C:4]([O:6][C:13](=[O:14])[NH:1][C:2]2=[CH:10][CH:9]=1)=[O:5], predict the reactants needed to synthesize it. The reactants are: [NH2:1][C:2]1[CH:10]=[CH:9][C:8]([CH3:11])=[CH:7][C:3]=1[C:4]([OH:6])=[O:5].Cl[C:13](OCC)=[O:14].